Dataset: Forward reaction prediction with 1.9M reactions from USPTO patents (1976-2016). Task: Predict the product of the given reaction. (1) Given the reactants N[C:2]1[CH:3]=[C:4]2[C:9](=[C:10]([C:12]3[CH:17]=[CH:16][CH:15]=[C:14]([C:18]#[N:19])[CH:13]=3)[N:11]=1)[N:8]=[CH:7][CH:6]=[CH:5]2.[F:20][C:21]([F:27])([F:26])[S:22](O)(=[O:24])=[O:23].N([O-])=O.[Na+], predict the reaction product. The product is: [F:20][C:21]([F:27])([F:26])[S:22]([C:2]1[CH:3]=[C:4]2[C:9](=[C:10]([C:12]3[CH:17]=[CH:16][CH:15]=[C:14]([C:18]#[N:19])[CH:13]=3)[N:11]=1)[N:8]=[CH:7][CH:6]=[CH:5]2)(=[O:24])=[O:23]. (2) Given the reactants C[O:2][C:3]([C:5]1[C:13]2[C:8](=[C:9]([F:14])[CH:10]=[CH:11][CH:12]=2)[N:7]([CH2:15][CH2:16][O:17][C:18]([F:21])([F:20])[F:19])[CH:6]=1)=[O:4], predict the reaction product. The product is: [F:14][C:9]1[CH:10]=[CH:11][CH:12]=[C:13]2[C:8]=1[N:7]([CH2:15][CH2:16][O:17][C:18]([F:20])([F:21])[F:19])[CH:6]=[C:5]2[C:3]([OH:4])=[O:2]. (3) Given the reactants [F:1][C:2]1[CH:3]=[C:4]([C:8]2[C:12]([C:13]([OH:15])=O)=[C:11]([CH3:16])[O:10][N:9]=2)[CH:5]=[CH:6][CH:7]=1.Cl.C(N=C=NCCCN(C)C)C.[CH3:29][O:30][C:31]1[CH:32]=[C:33]([N:37]2[CH2:42][CH2:41][NH:40][CH2:39][CH2:38]2)[CH:34]=[CH:35][CH:36]=1, predict the reaction product. The product is: [F:1][C:2]1[CH:3]=[C:4]([C:8]2[C:12]([C:13]([N:40]3[CH2:39][CH2:38][N:37]([C:33]4[CH:34]=[CH:35][CH:36]=[C:31]([O:30][CH3:29])[CH:32]=4)[CH2:42][CH2:41]3)=[O:15])=[C:11]([CH3:16])[O:10][N:9]=2)[CH:5]=[CH:6][CH:7]=1. (4) Given the reactants CO.Cl.[N:4]1[C:13]2[C:8](=[CH:9][CH:10]=[CH:11][C:12]=2[S:14]([NH:17][C:18]2[CH:38]=[CH:37][C:21]([C:22]([N:24]3[CH2:29][CH2:28][N:27](C(OC(C)(C)C)=O)[CH2:26][CH2:25]3)=[O:23])=[CH:20][CH:19]=2)(=[O:16])=[O:15])[CH:7]=[CH:6][CH:5]=1, predict the reaction product. The product is: [N:24]1([C:22]([C:21]2[CH:20]=[CH:19][C:18]([NH:17][S:14]([C:12]3[CH:11]=[CH:10][CH:9]=[C:8]4[C:13]=3[N:4]=[CH:5][CH:6]=[CH:7]4)(=[O:16])=[O:15])=[CH:38][CH:37]=2)=[O:23])[CH2:29][CH2:28][NH:27][CH2:26][CH2:25]1.